From a dataset of Forward reaction prediction with 1.9M reactions from USPTO patents (1976-2016). Predict the product of the given reaction. Given the reactants Cl[CH:2]([C:14]1[CH:19]=[CH:18][CH:17]=[CH:16][CH:15]=1)[C:3]([C:5]1[C:13]2[C:8](=[CH:9][CH:10]=[CH:11][CH:12]=2)[NH:7][CH:6]=1)=[O:4].[CH3:20][O:21][C:22]1[C:28]([O:29][CH3:30])=[CH:27][CH:26]=[CH:25][C:23]=1[NH2:24].CCN(C(C)C)C(C)C, predict the reaction product. The product is: [CH3:20][O:21][C:22]1[C:28]([O:29][CH3:30])=[CH:27][CH:26]=[CH:25][C:23]=1[NH:24][CH:2]([C:14]1[CH:19]=[CH:18][CH:17]=[CH:16][CH:15]=1)[C:3]([C:5]1[C:13]2[C:8](=[CH:9][CH:10]=[CH:11][CH:12]=2)[NH:7][CH:6]=1)=[O:4].